This data is from Catalyst prediction with 721,799 reactions and 888 catalyst types from USPTO. The task is: Predict which catalyst facilitates the given reaction. (1) Reactant: [F:1][C:2]1[CH:3]=[C:4]([CH:6]=[CH:7][C:8]=1[O:9][CH2:10][CH2:11][O:12][CH3:13])[NH2:5].N1C=CC=CC=1.Cl[C:21]([O:23][C:24]1[CH:29]=[CH:28][CH:27]=[CH:26][CH:25]=1)=[O:22]. Product: [F:1][C:2]1[CH:3]=[C:4]([NH:5][C:21](=[O:22])[O:23][C:24]2[CH:29]=[CH:28][CH:27]=[CH:26][CH:25]=2)[CH:6]=[CH:7][C:8]=1[O:9][CH2:10][CH2:11][O:12][CH3:13]. The catalyst class is: 21. (2) Reactant: Br[C:2]1[CH:7]=[CH:6][C:5]([C:8]2[CH:13]=[CH:12][CH:11]=[CH:10][CH:9]=2)=[C:4]([CH2:14][NH:15][CH2:16][C@@H:17]([OH:32])[C@@H:18]([NH:28][C:29](=[O:31])[CH3:30])[CH2:19][C:20]2[CH:25]=[C:24]([F:26])[CH:23]=[C:22]([F:27])[CH:21]=2)[CH:3]=1.P([O-])([O-])([O-])=O.[K+].[K+].[K+].[CH:41](B([CH:41]([CH2:43][CH3:44])[CH3:42])[CH:41]([CH2:43][CH3:44])[CH3:42])([CH2:43][CH3:44])[CH3:42]. Product: [CH:41]([C:2]1[CH:7]=[CH:6][C:5]([C:8]2[CH:13]=[CH:12][CH:11]=[CH:10][CH:9]=2)=[C:4]([CH2:14][NH:15][CH2:16][C@@H:17]([OH:32])[C@@H:18]([NH:28][C:29](=[O:31])[CH3:30])[CH2:19][C:20]2[CH:25]=[C:24]([F:26])[CH:23]=[C:22]([F:27])[CH:21]=2)[CH:3]=1)([CH2:43][CH3:44])[CH3:42]. The catalyst class is: 56. (3) Product: [CH2:17]([CH:24]1[CH2:29][CH2:28][N:27]([CH2:2][C:3]([NH:5][C:6]2[CH:7]=[CH:8][C:9]3[O:14][CH2:13][C:12](=[O:15])[NH:11][C:10]=3[CH:16]=2)=[O:4])[CH2:26][CH2:25]1)[C:18]1[CH:23]=[CH:22][CH:21]=[CH:20][CH:19]=1. Reactant: Cl[CH2:2][C:3]([NH:5][C:6]1[CH:7]=[CH:8][C:9]2[O:14][CH2:13][C:12](=[O:15])[NH:11][C:10]=2[CH:16]=1)=[O:4].[CH2:17]([CH:24]1[CH2:29][CH2:28][NH:27][CH2:26][CH2:25]1)[C:18]1[CH:23]=[CH:22][CH:21]=[CH:20][CH:19]=1. The catalyst class is: 27.